From a dataset of Full USPTO retrosynthesis dataset with 1.9M reactions from patents (1976-2016). Predict the reactants needed to synthesize the given product. (1) The reactants are: [H-].[Na+].[CH3:3][CH:4]1[CH2:9][CH2:8][N:7]([C:10]([C:12]2[CH:20]=[CH:19][C:18]3[NH:17][C:16]4[CH2:21][CH2:22][N:23]([C:25]([O:27][C:28]([CH3:31])([CH3:30])[CH3:29])=[O:26])[CH2:24][C:15]=4[C:14]=3[CH:13]=2)=[O:11])[CH2:6][CH2:5]1.[CH2:32]([S:34](Cl)(=[O:36])=[O:35])[CH3:33]. Given the product [CH2:32]([S:34]([N:17]1[C:18]2[CH:19]=[CH:20][C:12]([C:10]([N:7]3[CH2:8][CH2:9][CH:4]([CH3:3])[CH2:5][CH2:6]3)=[O:11])=[CH:13][C:14]=2[C:15]2[CH2:24][N:23]([C:25]([O:27][C:28]([CH3:30])([CH3:29])[CH3:31])=[O:26])[CH2:22][CH2:21][C:16]1=2)(=[O:36])=[O:35])[CH3:33], predict the reactants needed to synthesize it. (2) Given the product [Cl:19][C:20]1[CH:25]=[CH:24][CH:23]=[C:22]([Cl:26])[C:21]=1[C:27]#[C:28][C:2]1[CH:3]=[C:4]([CH:8]([OH:18])[CH2:9][CH2:10][NH:11][C:12](=[O:17])[C:13]([F:16])([F:15])[F:14])[CH:5]=[CH:6][CH:7]=1, predict the reactants needed to synthesize it. The reactants are: Br[C:2]1[CH:3]=[C:4]([CH:8]([OH:18])[CH2:9][CH2:10][NH:11][C:12](=[O:17])[C:13]([F:16])([F:15])[F:14])[CH:5]=[CH:6][CH:7]=1.[Cl:19][C:20]1[CH:25]=[CH:24][CH:23]=[C:22]([Cl:26])[C:21]=1[C:27]#[CH:28]. (3) Given the product [C:7]([O:11][C:12]([N:14]1[CH2:19][CH2:18][N:17]([C:20]([C:22]2[N:27]=[CH:26][C:25]([C:32]3[CH:33]=[CH:34][N:29]=[CH:30][CH:31]=3)=[CH:24][N:23]=2)=[O:21])[CH2:16][CH2:15]1)=[O:13])([CH3:10])([CH3:9])[CH3:8], predict the reactants needed to synthesize it. The reactants are: C(COC)OC.[C:7]([O:11][C:12]([N:14]1[CH2:19][CH2:18][N:17]([C:20]([C:22]2[N:27]=[CH:26][C:25](Br)=[CH:24][N:23]=2)=[O:21])[CH2:16][CH2:15]1)=[O:13])([CH3:10])([CH3:9])[CH3:8].[N:29]1[CH:34]=[CH:33][C:32](B(O)O)=[CH:31][CH:30]=1.[F-].[Cs+]. (4) Given the product [CH2:34]([O:36][C:37](=[O:45])[C:38]1[CH:43]=[CH:42][C:41]([NH:44][C:21]([C:18]2[CH:19]=[CH:20][C:15]3[O:14][CH2:13][CH2:12][N:11]([S:8]([C:6]4[CH:7]=[C:2]([Cl:1])[CH:3]=[CH:4][C:5]=4[O:24][CH3:25])(=[O:9])=[O:10])[C:16]=3[CH:17]=2)=[O:23])=[CH:40][CH:39]=1)[CH3:35], predict the reactants needed to synthesize it. The reactants are: [Cl:1][C:2]1[CH:3]=[CH:4][C:5]([O:24][CH3:25])=[C:6]([S:8]([N:11]2[C:16]3[CH:17]=[C:18]([C:21]([OH:23])=O)[CH:19]=[CH:20][C:15]=3[O:14][CH2:13][CH2:12]2)(=[O:10])=[O:9])[CH:7]=1.C(N(CC)CC)C.[Cl-].[CH2:34]([O:36][C:37](=[O:45])[C:38]1[CH:43]=[CH:42][C:41]([NH2:44])=[CH:40][CH:39]=1)[CH3:35]. (5) Given the product [NH:26]1[CH:30]=[CH:29][N:28]=[C:27]1[CH2:31][NH:1][C@@H:2]1[CH2:11][C@@H:10]2[C@:5]([CH3:14])([CH2:6][CH2:7][CH2:8][C:9]2([CH3:13])[CH3:12])[C@@H:4]([C:15]([C:17]2[CH:22]=[C:21]([OH:23])[CH:20]=[C:19]([OH:24])[CH:18]=2)=[O:16])[C@@H:3]1[CH3:25], predict the reactants needed to synthesize it. The reactants are: [NH2:1][C@@H:2]1[CH2:11][C@@H:10]2[C@:5]([CH3:14])([CH2:6][CH2:7][CH2:8][C:9]2([CH3:13])[CH3:12])[C@@H:4]([C:15]([C:17]2[CH:18]=[C:19]([OH:24])[CH:20]=[C:21]([OH:23])[CH:22]=2)=[O:16])[C@@H:3]1[CH3:25].[NH:26]1[CH:30]=[CH:29][N:28]=[C:27]1[CH:31]=O.[BH4-].[Na+]. (6) The reactants are: [OH:1][C@H:2]([CH3:37])[C@@H:3]([NH:6][C:7]([C:9]1[NH:10][C:11]([C:14]2[CH:19]=[C:18]([O:20][C:21]3[CH:22]=[N:23][C:24]([S:27]([CH3:30])(=[O:29])=[O:28])=[CH:25][CH:26]=3)[CH:17]=[C:16]([O:31][C@@H:32]([CH3:36])[CH2:33][O:34][CH3:35])[CH:15]=2)=[CH:12][CH:13]=1)=O)[CH2:4][OH:5].CS(O)(=O)=O.C(N(CC)CC)C.C(=O)([O-])O.[Na+]. Given the product [CH3:35][O:34][CH2:33][C@H:32]([CH3:36])[O:31][C:16]1[CH:15]=[C:14]([C:11]2[NH:10][C:9]([C:7]3[O:5][CH2:4][C@@H:3]([C@H:2]([OH:1])[CH3:37])[N:6]=3)=[CH:13][CH:12]=2)[CH:19]=[C:18]([O:20][C:21]2[CH:22]=[N:23][C:24]([S:27]([CH3:30])(=[O:28])=[O:29])=[CH:25][CH:26]=2)[CH:17]=1, predict the reactants needed to synthesize it. (7) Given the product [CH3:26][C:24]1[N:23]([C:27]([O:29][C:30]([CH3:33])([CH3:31])[CH3:32])=[O:28])[C:22]2[CH:34]=[C:18]([C:15]3[CH:16]=[CH:17][C:11]4[O:10][CH2:9][CH2:8][NH:7][CH2:13][C:12]=4[CH:14]=3)[CH:19]=[CH:20][C:21]=2[N:25]=1, predict the reactants needed to synthesize it. The reactants are: C(OC([N:7]1[CH2:13][C:12]2[CH:14]=[C:15]([C:18]3[CH:19]=[CH:20][C:21]4[N:25]=[C:24]([CH3:26])[N:23]([C:27]([O:29][C:30]([CH3:33])([CH3:32])[CH3:31])=[O:28])[C:22]=4[CH:34]=3)[CH:16]=[CH:17][C:11]=2[O:10][CH2:9][CH2:8]1)=O)C=C.C1COCC1.C(O[BH-](OC(=O)C)OC(=O)C)(=O)C.[Na+].